From a dataset of Forward reaction prediction with 1.9M reactions from USPTO patents (1976-2016). Predict the product of the given reaction. (1) Given the reactants [OH:1][C:2]1[CH:7]=[CH:6][C:5]([CH:8]=[CH:9][CH2:10][CH2:11][C:12]([O:14][CH2:15][CH3:16])=[O:13])=[CH:4][C:3]=1[O:17][CH3:18], predict the reaction product. The product is: [OH:1][C:2]1[CH:7]=[CH:6][C:5]([CH2:8][CH2:9][CH2:10][CH2:11][C:12]([O:14][CH2:15][CH3:16])=[O:13])=[CH:4][C:3]=1[O:17][CH3:18]. (2) The product is: [F:1][C:2]1[C:7]2[C:8]([F:22])=[C:9]([NH:15][NH2:16])[C:10]([F:14])=[C:11]([F:13])[CH2:12][C:6]=2[C:5]([F:23])=[C:4]([F:24])[C:3]=1[F:25]. Given the reactants [F:1][C:2]1[C:7]2[C:8]([F:22])=[C:9]([NH:15][N:16]=C(C(C)C)C)[C:10]([F:14])=[C:11]([F:13])[CH2:12][C:6]=2[C:5]([F:23])=[C:4]([F:24])[C:3]=1[F:25].C1C2C(=CC=CC=2)CCC1, predict the reaction product. (3) Given the reactants [CH3:1][C:2]1([CH3:13])[C:11](=[O:12])[CH2:10][CH2:9][C:4]2([O:8][CH2:7][CH2:6][O:5]2)[CH2:3]1.[BH4-].[Na+].C(OCC)(=O)C.O, predict the reaction product. The product is: [CH3:1][C:2]1([CH3:13])[CH:11]([OH:12])[CH2:10][CH2:9][C:4]2([O:5][CH2:6][CH2:7][O:8]2)[CH2:3]1. (4) The product is: [S:25]1[CH:26]=[CH:27][N:28]=[C:24]1[C:2]1[N:6]2[CH:7]=[CH:8][CH:9]=[N:10][C:5]2=[N:4][C:3]=1[C:11]1[CH:18]=[CH:17][C:14]([CH:15]=[O:16])=[CH:13][CH:12]=1. Given the reactants Br[C:2]1[N:6]2[CH:7]=[CH:8][CH:9]=[N:10][C:5]2=[N:4][C:3]=1[C:11]1[CH:18]=[CH:17][C:14]([CH:15]=[O:16])=[CH:13][CH:12]=1.C([Sn](CCCC)(CCCC)[C:24]1[S:25][CH:26]=[CH:27][N:28]=1)CCC.O, predict the reaction product.